From a dataset of Forward reaction prediction with 1.9M reactions from USPTO patents (1976-2016). Predict the product of the given reaction. The product is: [Cl:1][C:2]1[CH:3]=[C:4]([CH:9]2[CH2:18][CH2:17][CH:16]([CH:19]([CH3:21])[CH3:20])[C:15]3[CH:14]=[C:13]([NH:22][C:23](=[O:25])[CH3:24])[CH:12]=[CH:11][C:10]2=3)[CH:5]=[CH:6][C:7]=1[Cl:8]. Given the reactants [Cl:1][C:2]1[CH:3]=[C:4]([CH:9]2[CH2:18][CH:17]=[C:16]([CH:19]([CH3:21])[CH3:20])[C:15]3[CH:14]=[C:13]([NH:22][C:23](=[O:25])[CH3:24])[CH:12]=[CH:11][C:10]2=3)[CH:5]=[CH:6][C:7]=1[Cl:8], predict the reaction product.